Dataset: Forward reaction prediction with 1.9M reactions from USPTO patents (1976-2016). Task: Predict the product of the given reaction. (1) Given the reactants Br[C:2]1[C:10]2[C:5](=[N:6][CH:7]=[N:8][C:9]=2[NH2:11])[N:4]([CH3:12])[N:3]=1.CC1(C)C(C)(C)OB([C:21]2[CH:22]=[C:23]3[C:27](=[CH:28][CH:29]=2)[N:26]([C:30]([O:32][C:33]([CH3:36])([CH3:35])[CH3:34])=[O:31])[CH2:25][CH2:24]3)O1.C(=O)([O-])[O-].[Na+].[Na+].O1CCOCC1, predict the reaction product. The product is: [NH2:11][C:9]1[N:8]=[CH:7][N:6]=[C:5]2[N:4]([CH3:12])[N:3]=[C:2]([C:21]3[CH:22]=[C:23]4[C:27](=[CH:28][CH:29]=3)[N:26]([C:30]([O:32][C:33]([CH3:36])([CH3:35])[CH3:34])=[O:31])[CH2:25][CH2:24]4)[C:10]=12. (2) Given the reactants [C:1]([C:3]([C:6]1[CH:7]=[CH:8][C:9]([NH:12][C:13]2[CH:14]=[C:15]([CH:20]=[CH:21][N:22]=2)[C:16]([O:18]C)=[O:17])=[N:10][CH:11]=1)([CH3:5])[CH3:4])#[N:2].[Li+].[OH-], predict the reaction product. The product is: [C:1]([C:3]([C:6]1[CH:7]=[CH:8][C:9]([NH:12][C:13]2[CH:14]=[C:15]([CH:20]=[CH:21][N:22]=2)[C:16]([OH:18])=[O:17])=[N:10][CH:11]=1)([CH3:5])[CH3:4])#[N:2].